From a dataset of hERG Central: cardiac toxicity at 1µM, 10µM, and general inhibition. Predict hERG channel inhibition at various concentrations. (1) The compound is CCOC(=O)N1CCN(C(=O)Cn2cc3c(n2)CCCC3)CC1. Results: hERG_inhib (hERG inhibition (general)): blocker. (2) The molecule is CCc1ccccc1NC(=O)CN1CCN(C(=O)C2CCN(C(=O)/C=C/c3ccccc3)CC2)CC1. Results: hERG_inhib (hERG inhibition (general)): blocker. (3) The compound is CCCn1cc([C@@H]2C[C@H]3CN(Cc4cccc(Cl)c4)C(=O)[C@]34CCCN24)c(C)n1. Results: hERG_inhib (hERG inhibition (general)): blocker. (4) Results: hERG_inhib (hERG inhibition (general)): blocker. The compound is CCN(CC)c1ccc(/C=C/c2ccc3ccc(OC)cc3[n+]2CC)cc1.[I-]. (5) The molecule is Cc1cc(C)c(OCC(O)CN2CCN(c3ccccn3)CC2)c(C)c1.Cl. Results: hERG_inhib (hERG inhibition (general)): blocker. (6) The drug is COc1ccc(NC(C)=O)cc1NC(=O)CN1CCN(CC(=O)Nc2ccccc2Cl)CC1. Results: hERG_inhib (hERG inhibition (general)): blocker. (7) The drug is Cc1cccc(C)c1NC(=O)CN(C)S(=O)(=O)c1ccc(-c2ccc(=O)[nH]n2)s1. Results: hERG_inhib (hERG inhibition (general)): blocker.